Task: Predict the product of the given reaction.. Dataset: Forward reaction prediction with 1.9M reactions from USPTO patents (1976-2016) (1) Given the reactants [NH2:1][NH:2][C:3]([NH2:5])=[S:4].[OH-].[Na+].CN(C)[CH2:10][CH2:11][C:12]([C:14]1[O:15][C:16]([C:19]2[CH:24]=[CH:23][CH:22]=[C:21]([Cl:25])[CH:20]=2)=[CH:17][CH:18]=1)=O, predict the reaction product. The product is: [NH2:5][C:3]([N:2]1[CH2:10][CH2:11][C:12]([C:14]2[O:15][C:16]([C:19]3[CH:24]=[CH:23][CH:22]=[C:21]([Cl:25])[CH:20]=3)=[CH:17][CH:18]=2)=[N:1]1)=[S:4]. (2) Given the reactants [NH2:1][C:2]1[C:7]([NH:8][C:9]([O:11][CH2:12][CH3:13])=[O:10])=[CH:6][CH:5]=[C:4]([NH:14][CH2:15][C:16]2[CH:21]=[CH:20][C:19]([F:22])=[CH:18][CH:17]=2)[N:3]=1.[C:23]([OH:26])(=[O:25])[CH3:24], predict the reaction product. The product is: [C:23]([OH:26])(=[O:25])[CH3:24].[NH2:1][C:2]1[C:7]([NH:8][C:9]([O:11][CH2:12][CH3:13])=[O:10])=[CH:6][CH:5]=[C:4]([NH:14][CH2:15][C:16]2[CH:17]=[CH:18][C:19]([F:22])=[CH:20][CH:21]=2)[N:3]=1.